This data is from Catalyst prediction with 721,799 reactions and 888 catalyst types from USPTO. The task is: Predict which catalyst facilitates the given reaction. (1) Reactant: [CH2:1]([O:8][C:9]1[CH:14]=[CH:13][N:12]([C:15]2[CH:16]=[C:17]3[C:21](=[CH:22][CH:23]=2)[N:20]([CH3:24])[C:19]2[CH2:25][N:26](C(OC(C)(C)C)=O)[CH2:27][CH2:28][C:18]3=2)[C:11](=[O:36])[CH:10]=1)[C:2]1[CH:7]=[CH:6][CH:5]=[CH:4][CH:3]=1.[ClH:37]. Product: [ClH:37].[CH2:1]([O:8][C:9]1[CH:14]=[CH:13][N:12]([C:15]2[CH:16]=[C:17]3[C:21](=[CH:22][CH:23]=2)[N:20]([CH3:24])[C:19]2[CH2:25][NH:26][CH2:27][CH2:28][C:18]3=2)[C:11](=[O:36])[CH:10]=1)[C:2]1[CH:3]=[CH:4][CH:5]=[CH:6][CH:7]=1. The catalyst class is: 275. (2) Product: [CH2:18]([O:17][P:16]([CH2:13][C:10]1[S:9][C:8]([NH:7][C:6]([O:5][C:1]([CH3:4])([CH3:3])[CH3:2])=[O:15])=[N:12][CH:11]=1)(=[O:23])[O:20][CH2:21][CH3:22])[CH3:19]. Reactant: [C:1]([O:5][C:6](=[O:15])[NH:7][C:8]1[S:9][C:10]([CH2:13]Cl)=[CH:11][N:12]=1)([CH3:4])([CH3:3])[CH3:2].[P:16]([O:23]CC)([O:20][CH2:21][CH3:22])[O:17][CH2:18][CH3:19]. The catalyst class is: 1.